Dataset: Full USPTO retrosynthesis dataset with 1.9M reactions from patents (1976-2016). Task: Predict the reactants needed to synthesize the given product. (1) Given the product [NH2:42][C:12]([C:18]1[C:26]([CH:27]2[CH2:28][CH2:29]2)=[CH:25][C:24]([CH3:30])=[C:23]2[C:19]=1[CH:20]=[CH:21][N:22]2[C:31]([O:33][C:34]([CH3:35])([CH3:36])[CH3:37])=[O:32])([C:10]1[NH:9][C:6]2=[N:7][CH:8]=[C:3]([C:1]#[N:2])[CH:4]=[C:5]2[N:11]=1)[C:13]([F:15])([F:14])[F:16], predict the reactants needed to synthesize it. The reactants are: [C:1]([C:3]1[CH:4]=[C:5]2[N:11]=[C:10]([C:12]([C:18]3[C:26]([CH:27]4[CH2:29][CH2:28]4)=[CH:25][C:24]([CH3:30])=[C:23]4[C:19]=3[CH:20]=[CH:21][N:22]4[C:31]([O:33][C:34]([CH3:37])([CH3:36])[CH3:35])=[O:32])(O)[C:13]([F:16])([F:15])[F:14])[NH:9][C:6]2=[N:7][CH:8]=1)#[N:2].S(Cl)(Cl)=O.[NH3:42]. (2) Given the product [Br:18][C:15]1[CH:16]=[CH:17][C:12]([O:11][C@@H:7]2[CH2:8][CH2:9][CH2:10][C@@H:6]2[N:19]=[N+:20]=[N-:21])=[CH:13][CH:14]=1, predict the reactants needed to synthesize it. The reactants are: CS(O[C@@H:6]1[CH2:10][CH2:9][CH2:8][C@H:7]1[O:11][C:12]1[CH:17]=[CH:16][C:15]([Br:18])=[CH:14][CH:13]=1)(=O)=O.[N-:19]=[N+:20]=[N-:21].[Na+]. (3) Given the product [Cl:21][C:15]1[CH:16]=[C:17]([F:20])[CH:18]=[CH:19][C:14]=1[CH:5]1[N:6]=[C:7]([C:9]2[S:10][CH:11]=[CH:12][N:13]=2)[NH:8][C:3]([CH2:2][N:28]2[CH2:33][CH2:32][O:31][CH:30]([CH2:34][C:35]([OH:37])=[O:36])[CH2:29]2)=[C:4]1[C:22]([O:24][CH2:25][CH3:26])=[O:23], predict the reactants needed to synthesize it. The reactants are: Br[CH2:2][C:3]1[NH:8][C:7]([C:9]2[S:10][CH:11]=[CH:12][N:13]=2)=[N:6][CH:5]([C:14]2[CH:19]=[CH:18][C:17]([F:20])=[CH:16][C:15]=2[Cl:21])[C:4]=1[C:22]([O:24][CH2:25][CH3:26])=[O:23].Cl.[NH:28]1[CH2:33][CH2:32][O:31][CH:30]([CH2:34][C:35]([OH:37])=[O:36])[CH2:29]1. (4) Given the product [CH2:41]([O:40][C:39]([O:44][CH2:45][CH2:46][O:23][C:22]([C:21]1[N:20]=[C:19]([C:25]([F:27])([F:28])[F:26])[N:16]2[CH2:17][CH2:18][N:13]([C:11](=[O:12])[CH2:10][C@H:9]([NH:8][C:6]([O:5][C:1]([CH3:4])([CH3:2])[CH3:3])=[O:7])[CH2:29][C:30]3[CH:35]=[C:34]([F:36])[C:33]([F:37])=[CH:32][C:31]=3[F:38])[CH2:14][C:15]=12)=[O:24])=[O:47])[CH3:42], predict the reactants needed to synthesize it. The reactants are: [C:1]([O:5][C:6]([NH:8][C@H:9]([CH2:29][C:30]1[CH:35]=[C:34]([F:36])[C:33]([F:37])=[CH:32][C:31]=1[F:38])[CH2:10][C:11]([N:13]1[CH2:18][CH2:17][N:16]2[C:19]([C:25]([F:28])([F:27])[F:26])=[N:20][C:21]([C:22]([OH:24])=[O:23])=[C:15]2[CH2:14]1)=[O:12])=[O:7])([CH3:4])([CH3:3])[CH3:2].[C:39](=[O:47])([O:44][CH2:45][CH3:46])[O:40][CH:41](Cl)[CH3:42].[I-].[K+].C(=O)([O-])[O-].[K+].[K+]. (5) Given the product [CH3:13][O:12][C:5]1[CH:6]=[C:7]([CH2:9][O:10][CH3:11])[CH:8]=[C:3]([O:2][CH3:1])[C:4]=1[C:14]1[N:15]2[N:22]=[C:21]([CH2:23][CH3:24])[C:20]([NH:25][C:33](=[O:34])[O:35][C:36]([CH3:39])([CH3:38])[CH3:37])=[C:16]2[O:17][C:18]=1[CH3:19], predict the reactants needed to synthesize it. The reactants are: [CH3:1][O:2][C:3]1[CH:8]=[C:7]([CH2:9][O:10][CH3:11])[CH:6]=[C:5]([O:12][CH3:13])[C:4]=1[C:14]1[N:15]2[N:22]=[C:21]([CH2:23][CH3:24])[C:20]([NH2:25])=[C:16]2[O:17][C:18]=1[CH3:19].C(N(CC)CC)C.[C:33](O[C:33]([O:35][C:36]([CH3:39])([CH3:38])[CH3:37])=[O:34])([O:35][C:36]([CH3:39])([CH3:38])[CH3:37])=[O:34].C(=O)([O-])O.[Na+]. (6) Given the product [Cl:35][C:36]1[N:46]=[CH:45][C:39]2[N:40]=[CH:41][N:42]=[C:27]([N:24]3[CH2:23][CH2:22][CH:21]([CH2:20][N:12]4[CH2:13][C:14]5[C:19](=[CH:18][CH:17]=[CH:16][CH:15]=5)[N:10]([C:5]5[CH:6]=[CH:7][C:8]([F:9])=[C:3]([CH:4]=5)[C:1]#[N:2])[C:11]4=[O:34])[CH2:26][CH2:25]3)[C:38]=2[CH:37]=1, predict the reactants needed to synthesize it. The reactants are: [C:1]([C:3]1[CH:4]=[C:5]([N:10]2[C:19]3[C:14](=[CH:15][CH:16]=[CH:17][CH:18]=3)[CH2:13][N:12]([CH2:20][CH:21]3[CH2:26][CH2:25][N:24]([C:27](OC(C)(C)C)=O)[CH2:23][CH2:22]3)[C:11]2=[O:34])[CH:6]=[CH:7][C:8]=1[F:9])#[N:2].[Cl:35][C:36]1[N:46]=[CH:45][C:39]2[N:40]=[CH:41][NH:42]C(=O)[C:38]=2[CH:37]=1. (7) The reactants are: [OH-].[Na+].[Cl:3][C:4]1[CH:5]=[C:6]([CH2:14][CH2:15][C:16]([O:18]CC)=[O:17])[CH:7]=[CH:8][C:9]=1[C:10]([F:13])([F:12])[F:11].C(OCC)(=O)C. Given the product [Cl:3][C:4]1[CH:5]=[C:6]([CH2:14][CH2:15][C:16]([OH:18])=[O:17])[CH:7]=[CH:8][C:9]=1[C:10]([F:13])([F:12])[F:11], predict the reactants needed to synthesize it.